From a dataset of Forward reaction prediction with 1.9M reactions from USPTO patents (1976-2016). Predict the product of the given reaction. (1) The product is: [CH2:9]([C:8]1([CH3:20])[O:15][C:2]2=[N:3][C:4]3[CH:19]=[CH:18][CH:17]=[CH:16][C:5]=3[N:6]2[CH2:7]1)[CH2:10][CH2:11][CH2:12][CH2:13][CH3:14]. Given the reactants Cl[C:2]1[N:6]([CH2:7][C:8](=[O:15])[CH2:9][CH2:10][CH2:11][CH2:12][CH2:13][CH3:14])[C:5]2[CH:16]=[CH:17][CH:18]=[CH:19][C:4]=2[N:3]=1.[CH3:20][Mg]Br, predict the reaction product. (2) Given the reactants [OH:1][CH2:2][CH2:3][CH2:4][CH2:5][CH2:6][CH2:7][CH2:8][CH2:9][O:10][C:11]1[CH:16]=[CH:15][C:14]([CH2:17][C:18]#[N:19])=[CH:13][CH:12]=1.[CH3:20][O:21][C:22]1[CH:23]=[C:24]([CH:27]=[CH:28][C:29]=1[O:30][CH3:31])[CH:25]=O, predict the reaction product. The product is: [CH3:20][O:21][C:22]1[CH:23]=[C:24](/[CH:25]=[C:17](/[C:14]2[CH:13]=[CH:12][C:11]([O:10][CH2:9][CH2:8][CH2:7][CH2:6][CH2:5][CH2:4][CH2:3][CH2:2][OH:1])=[CH:16][CH:15]=2)\[C:18]#[N:19])[CH:27]=[CH:28][C:29]=1[O:30][CH3:31]. (3) Given the reactants [C:1]1([S:7][CH:8]=[CH:9][C:10]([OH:12])=O)[CH:6]=[CH:5][CH:4]=[CH:3][CH:2]=1.[CH3:13][C:14]1[N:18]([CH3:19])[C:17]([C:20]2[CH:21]=[C:22]([CH:24]=[CH:25][CH:26]=2)[NH2:23])=[CH:16][N:15]=1, predict the reaction product. The product is: [CH3:13][C:14]1[N:18]([CH3:19])[C:17]([C:20]2[CH:21]=[C:22]([NH:23][C:10](=[O:12])[CH:9]=[CH:8][S:7][C:1]3[CH:2]=[CH:3][CH:4]=[CH:5][CH:6]=3)[CH:24]=[CH:25][CH:26]=2)=[CH:16][N:15]=1. (4) The product is: [CH2:20]([O:19][C:17]([N:13]1[CH2:14][CH2:15][CH2:16][CH:12]1[C:4]1[CH:5]=[CH:6][C:7]([C:8]([OH:10])=[O:9])=[C:2]([F:1])[CH:3]=1)=[O:18])[C:21]1[CH:22]=[CH:23][CH:24]=[CH:25][CH:26]=1. Given the reactants [F:1][C:2]1[CH:3]=[C:4]([CH:12]2[CH2:16][CH2:15][CH2:14][N:13]2[C:17]([O:19][CH2:20][C:21]2[CH:26]=[CH:25][CH:24]=[CH:23][CH:22]=2)=[O:18])[CH:5]=[CH:6][C:7]=1[C:8]([O:10]C)=[O:9].O.[OH-].[Li+].Cl, predict the reaction product. (5) Given the reactants [F:1][C:2]1[CH:7]=[CH:6][CH:5]=[C:4]([F:8])[C:3]=1[N:9]1[C:14]2[N:15]=[C:16]([S:32][CH3:33])[N:17]=[C:18]([C:19]3[CH:20]=[C:21]([CH:28]=[CH:29][C:30]=3[CH3:31])[C:22]([NH:24][CH2:25][CH2:26][CH3:27])=[O:23])[C:13]=2[CH2:12][NH:11][C:10]1=[O:34].C1C=C(Cl)C=C(C(OO)=[O:43])C=1.CCOC(C)=O.CCCCCC, predict the reaction product. The product is: [F:1][C:2]1[CH:7]=[CH:6][CH:5]=[C:4]([F:8])[C:3]=1[N:9]1[C:14]2[N:15]=[C:16]([S:32]([CH3:33])=[O:43])[N:17]=[C:18]([C:19]3[CH:20]=[C:21]([CH:28]=[CH:29][C:30]=3[CH3:31])[C:22]([NH:24][CH2:25][CH2:26][CH3:27])=[O:23])[C:13]=2[CH2:12][NH:11][C:10]1=[O:34]. (6) Given the reactants [NH2:1][C:2]1[N:3]=[CH:4][C:5]([C:8]2[CH:13]=[CH:12][C:11]([C:14]3[CH:19]=[CH:18][C:17]([C:20]([F:23])([F:22])[F:21])=[CH:16][C:15]=3[CH2:24][N:25]3[CH2:30][CH2:29][CH:28]([NH:31]C(=O)OC(C)(C)C)[CH2:27][CH2:26]3)=[CH:10][C:9]=2[F:39])=[N:6][CH:7]=1.C(O)(C(F)(F)F)=O, predict the reaction product. The product is: [NH2:31][CH:28]1[CH2:29][CH2:30][N:25]([CH2:24][C:15]2[CH:16]=[C:17]([C:20]([F:22])([F:23])[F:21])[CH:18]=[CH:19][C:14]=2[C:11]2[CH:12]=[CH:13][C:8]([C:5]3[N:6]=[CH:7][C:2]([NH2:1])=[N:3][CH:4]=3)=[C:9]([F:39])[CH:10]=2)[CH2:26][CH2:27]1.